Dataset: Reaction yield outcomes from USPTO patents with 853,638 reactions. Task: Predict the reaction yield, written as a fraction of the theoretical maximum amount of product (1.0 means a 100% yield; for example, 0.34 means a 34% yield). The reactants are [S:1]1[CH:5]=[CH:4][N:3]=[C:2]1[C:6]1[CH:7]=[C:8]([NH2:12])[CH:9]=[CH:10][CH:11]=1.F[C:14]1[CH:22]=[CH:21][C:17]([C:18]([OH:20])=[O:19])=[CH:16][C:15]=1[N+:23]([O-:25])=[O:24]. The catalyst is CN1C(=O)CCC1.O. The product is [N+:23]([C:15]1[CH:16]=[C:17]([CH:21]=[CH:22][C:14]=1[NH:12][C:8]1[CH:9]=[CH:10][CH:11]=[C:6]([C:2]2[S:1][CH:5]=[CH:4][N:3]=2)[CH:7]=1)[C:18]([OH:20])=[O:19])([O-:25])=[O:24]. The yield is 0.830.